This data is from Forward reaction prediction with 1.9M reactions from USPTO patents (1976-2016). The task is: Predict the product of the given reaction. Given the reactants [Cl:1][C:2]1[N:3]=[C:4]([O:8][C:9]2[C:15]([CH3:16])=[CH:14][C:12]([NH2:13])=[C:11]([CH3:17])[CH:10]=2)[S:5][C:6]=1[Cl:7].COC(OC)OC.[C:25]1([CH3:35])C=CC(S(O)(=O)=O)=CC=1.[CH3:36][NH:37][CH2:38]C, predict the reaction product. The product is: [Cl:1][C:2]1[N:3]=[C:4]([O:8][C:9]2[C:15]([CH3:16])=[CH:14][C:12]([N:13]=[CH:36][N:37]([CH2:25][CH3:35])[CH3:38])=[C:11]([CH3:17])[CH:10]=2)[S:5][C:6]=1[Cl:7].